Regression. Given a peptide amino acid sequence and an MHC pseudo amino acid sequence, predict their binding affinity value. This is MHC class I binding data. From a dataset of Peptide-MHC class I binding affinity with 185,985 pairs from IEDB/IMGT. (1) The peptide sequence is GETYGRLLGEV. The MHC is Mamu-A11 with pseudo-sequence Mamu-A11. The binding affinity (normalized) is 0.428. (2) The peptide sequence is RASHFRKLF. The MHC is HLA-A02:11 with pseudo-sequence HLA-A02:11. The binding affinity (normalized) is 0.0847. (3) The peptide sequence is LNNSFYYMR. The MHC is HLA-A33:01 with pseudo-sequence HLA-A33:01. The binding affinity (normalized) is 0.0769. (4) The peptide sequence is GDAYFSIPL. The MHC is Mamu-A20102 with pseudo-sequence YYSEYEQRVGHTFVSNLYIRYESYTWAVHTYESY. The binding affinity (normalized) is 0.153. (5) The peptide sequence is VILSVITA. The MHC is H-2-Db with pseudo-sequence H-2-Db. The binding affinity (normalized) is 0.0560. (6) The peptide sequence is LLASAQPLH. The MHC is HLA-A03:01 with pseudo-sequence HLA-A03:01. The binding affinity (normalized) is 0.406. (7) The peptide sequence is ILMKTANNY. The MHC is HLA-A11:01 with pseudo-sequence HLA-A11:01. The binding affinity (normalized) is 0.477. (8) The peptide sequence is TVIYRGTTF. The MHC is HLA-A80:01 with pseudo-sequence HLA-A80:01. The binding affinity (normalized) is 0.0847. (9) The peptide sequence is KLVGIELPK. The MHC is HLA-A03:01 with pseudo-sequence HLA-A03:01. The binding affinity (normalized) is 0.524.